Dataset: Reaction yield outcomes from USPTO patents with 853,638 reactions. Task: Predict the reaction yield, written as a fraction of the theoretical maximum amount of product (1.0 means a 100% yield; for example, 0.34 means a 34% yield). (1) The reactants are [CH:1]([NH2:4])([CH3:3])[CH3:2].[CH:5]([N:8]=[C:9]=[O:10])([CH3:7])[CH3:6].[C:11](Cl)(=[O:16])[CH2:12][C:13](Cl)=[O:14]. The catalyst is ClCCl. The product is [CH3:2][CH:1]([N:4]1[C:13](=[O:14])[CH2:12][C:11](=[O:16])[N:8]([CH:5]([CH3:7])[CH3:6])[C:9]1=[O:10])[CH3:3]. The yield is 0.690. (2) The reactants are [BH4-].[Na+].[C:3]1([S:9]([N:12]2[C:20]3[C:15](=[CH:16][C:17]([C:21](=O)[CH3:22])=[CH:18][CH:19]=3)[CH2:14][CH2:13]2)(=[O:11])=[O:10])[CH:8]=[CH:7][CH:6]=[CH:5][CH:4]=1.[OH-].[Na+]. The catalyst is C(O)(C(F)(F)F)=O.O. The product is [C:3]1([S:9]([N:12]2[C:20]3[C:15](=[CH:16][C:17]([CH2:21][CH3:22])=[CH:18][CH:19]=3)[CH2:14][CH2:13]2)(=[O:11])=[O:10])[CH:4]=[CH:5][CH:6]=[CH:7][CH:8]=1. The yield is 0.430. (3) The reactants are CC(C)([O-:4])C.[K+].[Cl:7][C:8]1[CH:13]=[CH:12][N:11]=[CH:10][C:9]=1[N+:14]([O-:16])=[O:15].CC(OO)(C)C. The catalyst is C1COCC1. The product is [Cl:7][C:8]1[C:9]([N+:14]([O-:16])=[O:15])=[CH:10][NH:11][C:12](=[O:4])[CH:13]=1. The yield is 0.350. (4) The yield is 0.230. The reactants are Br[C:2]1[N:7]=[N:6][C:5]([NH2:8])=[N:4][C:3]=1[C:9]1[CH:14]=[CH:13][CH:12]=[CH:11][CH:10]=1.[NH:15]1[C:23]2[C:18](=[CH:19][CH:20]=[C:21](B(O)O)[CH:22]=2)[CH:17]=[CH:16]1. No catalyst specified. The product is [NH:15]1[C:23]2[C:18](=[CH:19][CH:20]=[C:21]([C:2]3[N:7]=[N:6][C:5]([NH2:8])=[N:4][C:3]=3[C:9]3[CH:14]=[CH:13][CH:12]=[CH:11][CH:10]=3)[CH:22]=2)[CH:17]=[CH:16]1. (5) The reactants are [NH2:1][CH2:2][CH2:3][CH2:4][CH2:5][CH2:6][CH2:7][CH2:8][CH2:9][CH2:10][CH2:11][C:12]([OH:14])=[O:13].[C:15]([O:19][C:20](O[C:20]([O:19][C:15]([CH3:18])([CH3:17])[CH3:16])=[O:21])=[O:21])([CH3:18])([CH3:17])[CH3:16].[OH-].[Na+]. The catalyst is O.CO. The product is [C:15]([O:19][C:20]([NH:1][CH2:2][CH2:3][CH2:4][CH2:5][CH2:6][CH2:7][CH2:8][CH2:9][CH2:10][CH2:11][C:12]([OH:14])=[O:13])=[O:21])([CH3:18])([CH3:17])[CH3:16]. The yield is 0.950. (6) The reactants are Br[C:2]1[CH:7]=[CH:6][N:5]([CH2:8][CH2:9][CH:10]([CH3:12])[CH3:11])[C:4](=[O:13])[CH:3]=1.[O:14]1[CH2:19][CH2:18][CH:17]([NH:20][C:21]2[CH:26]=[CH:25][C:24](B3OC(C)(C)C(C)(C)O3)=[CH:23][CH:22]=2)[CH2:16][CH2:15]1.C(=O)([O-])[O-].[Na+].[Na+]. The catalyst is O1CCOCC1.C1C=CC([P]([Pd]([P](C2C=CC=CC=2)(C2C=CC=CC=2)C2C=CC=CC=2)([P](C2C=CC=CC=2)(C2C=CC=CC=2)C2C=CC=CC=2)[P](C2C=CC=CC=2)(C2C=CC=CC=2)C2C=CC=CC=2)(C2C=CC=CC=2)C2C=CC=CC=2)=CC=1. The product is [CH3:11][CH:10]([CH3:12])[CH2:9][CH2:8][N:5]1[CH:6]=[CH:7][C:2]([C:24]2[CH:25]=[CH:26][C:21]([NH:20][CH:17]3[CH2:16][CH2:15][O:14][CH2:19][CH2:18]3)=[CH:22][CH:23]=2)=[CH:3][C:4]1=[O:13]. The yield is 0.950. (7) The reactants are CO[C:3](=[O:24])[C:4]1[CH:9]=[CH:8][C:7]([O:10][CH2:11][C:12]2[C:13]([C:17]3[CH:22]=[CH:21][C:20]([F:23])=[CH:19][CH:18]=3)=[N:14][O:15][CH:16]=2)=[N:6][CH:5]=1.[NH2:25][CH2:26][CH:27]1[CH2:29][CH2:28]1. No catalyst specified. The product is [CH:27]1([CH2:26][NH:25][C:3](=[O:24])[C:4]2[CH:9]=[CH:8][C:7]([O:10][CH2:11][C:12]3[C:13]([C:17]4[CH:18]=[CH:19][C:20]([F:23])=[CH:21][CH:22]=4)=[N:14][O:15][CH:16]=3)=[N:6][CH:5]=2)[CH2:29][CH2:28]1. The yield is 0.310.